This data is from M1 muscarinic receptor antagonist screen with 61,756 compounds. The task is: Binary Classification. Given a drug SMILES string, predict its activity (active/inactive) in a high-throughput screening assay against a specified biological target. (1) The compound is O=C(N1CCN(CC1)CC(=O)Nc1c2c([nH]c1C(OC)=O)cccc2)c1occc1. The result is 0 (inactive). (2) The compound is S(=O)(=O)(N1CCC(CC1)C(=O)NC1CCCCCC1)c1c(n(nc1C)C)C. The result is 0 (inactive). (3) The molecule is s1c2CC(CCc2c2c1nc(SC)n(c2=O)C)C. The result is 0 (inactive). (4) The drug is S1(=O)(=O)CC(N(C)C(=O)CSc2sc(NC3CCCCC3)nn2)CC1. The result is 0 (inactive). (5) The molecule is O1CCN(CC1)C(=O)c1c(NC(=O)c2occc2)cccc1. The result is 0 (inactive). (6) The result is 0 (inactive). The compound is O=C(NCCN1CCc2c(C1)cccc2)Nc1ccc(CC)cc1. (7) The compound is Fc1c(Cn2nnc3c2ncnc3n2ccnc2)cccc1. The result is 0 (inactive). (8) The compound is Clc1cc(NC(=O)CS(=O)CC(=O)Nc2ccc(OC)cc2)c(OC)cc1. The result is 0 (inactive).